Dataset: Full USPTO retrosynthesis dataset with 1.9M reactions from patents (1976-2016). Task: Predict the reactants needed to synthesize the given product. (1) Given the product [CH2:1]([N:6]1[CH2:7][CH2:8][C:9]2([C:19]3[C:14](=[CH:15][CH:16]=[CH:17][CH:18]=3)[N:13]([C:20]3[CH:25]=[CH:24][CH:23]=[CH:22][C:21]=3[NH:26][C:27]([NH2:29])=[S:28])[CH2:12]2)[CH2:10][CH2:11]1)[C:2]([CH3:5])([CH3:4])[CH3:3], predict the reactants needed to synthesize it. The reactants are: [CH2:1]([N:6]1[CH2:11][CH2:10][C:9]2([C:19]3[C:14](=[CH:15][CH:16]=[CH:17][CH:18]=3)[N:13]([C:20]3[CH:25]=[CH:24][CH:23]=[CH:22][C:21]=3[NH:26][C:27]([NH:29]C(=O)C3C=CC=CC=3)=[S:28])[CH2:12]2)[CH2:8][CH2:7]1)[C:2]([CH3:5])([CH3:4])[CH3:3].[Li+].[OH-]. (2) Given the product [CH3:7][NH:8][C:2]([C:1]1[O:5][N:21]=[C:19]([C:18]2[CH:23]=[CH:24][CH:25]=[CH:26][C:17]=2[C:15]2[N:14]([C:27]([CH3:30])([CH3:29])[CH3:28])[C:13]3[CH:31]=[CH:32][C:10]([Br:9])=[CH:11][C:12]=3[N:16]=2)[N:20]=1)=[O:3], predict the reactants needed to synthesize it. The reactants are: [C:1](Cl)(=[O:5])[C:2](Cl)=[O:3].[CH3:7][NH2:8].[Br:9][C:10]1[CH:32]=[CH:31][C:13]2[N:14]([C:27]([CH3:30])([CH3:29])[CH3:28])[C:15]([C:17]3[CH:26]=[CH:25][CH:24]=[CH:23][C:18]=3[C:19]([NH:21]O)=[NH:20])=[N:16][C:12]=2[CH:11]=1. (3) Given the product [CH2:1]([C:5]1([CH2:19][CH2:18][C:20](=[O:21])[CH2:22][CH3:23])[CH2:13][C:12]2[C:7](=[CH:8][CH:9]=[C:10]([O:15][CH3:16])[C:11]=2[Cl:14])[C:6]1=[O:17])[CH2:2][CH2:3][CH3:4], predict the reactants needed to synthesize it. The reactants are: [CH2:1]([CH:5]1[CH2:13][C:12]2[C:7](=[CH:8][CH:9]=[C:10]([O:15][CH3:16])[C:11]=2[Cl:14])[C:6]1=[O:17])[CH2:2][CH2:3][CH3:4].[CH:18]([C:20]([CH2:22][CH3:23])=[O:21])=[CH2:19].N12CCCN=C1CCCCC2. (4) Given the product [Cl:19][C:20]1[CH:25]=[CH:24][CH:23]=[C:22]([Cl:26])[C:21]=1[S:27]([O:1][C:2]1[CH:18]=[CH:17][C:5]2[NH:6][C:7]([NH:9][C:10](=[O:11])[NH:12][CH2:13][CH2:14][O:15][CH3:16])=[N:8][C:4]=2[CH:3]=1)(=[O:29])=[O:28], predict the reactants needed to synthesize it. The reactants are: [OH:1][C:2]1[CH:18]=[CH:17][C:5]2[NH:6][C:7]([NH:9][C:10]([NH:12][CH2:13][CH2:14][O:15][CH3:16])=[O:11])=[N:8][C:4]=2[CH:3]=1.[Cl:19][C:20]1[CH:25]=[CH:24][CH:23]=[C:22]([Cl:26])[C:21]=1[S:27](Cl)(=[O:29])=[O:28].O.